Dataset: NCI-60 drug combinations with 297,098 pairs across 59 cell lines. Task: Regression. Given two drug SMILES strings and cell line genomic features, predict the synergy score measuring deviation from expected non-interaction effect. (1) Drug 1: C1CN(CCN1C(=O)CCBr)C(=O)CCBr. Drug 2: C(CCl)NC(=O)N(CCCl)N=O. Cell line: HS 578T. Synergy scores: CSS=21.7, Synergy_ZIP=-11.2, Synergy_Bliss=-8.99, Synergy_Loewe=-7.09, Synergy_HSA=-4.71. (2) Drug 1: CC1CCC2CC(C(=CC=CC=CC(CC(C(=O)C(C(C(=CC(C(=O)CC(OC(=O)C3CCCCN3C(=O)C(=O)C1(O2)O)C(C)CC4CCC(C(C4)OC)O)C)C)O)OC)C)C)C)OC. Drug 2: CC=C1C(=O)NC(C(=O)OC2CC(=O)NC(C(=O)NC(CSSCCC=C2)C(=O)N1)C(C)C)C(C)C. Cell line: MDA-MB-231. Synergy scores: CSS=49.4, Synergy_ZIP=0.195, Synergy_Bliss=3.57, Synergy_Loewe=4.22, Synergy_HSA=4.58. (3) Drug 1: COC1=C2C(=CC3=C1OC=C3)C=CC(=O)O2. Drug 2: C1C(C(OC1N2C=NC(=NC2=O)N)CO)O. Cell line: SR. Synergy scores: CSS=29.4, Synergy_ZIP=1.51, Synergy_Bliss=3.03, Synergy_Loewe=-9.87, Synergy_HSA=3.72.